From a dataset of Full USPTO retrosynthesis dataset with 1.9M reactions from patents (1976-2016). Predict the reactants needed to synthesize the given product. (1) Given the product [OH:3][CH2:4][CH2:5][C@H:6]([N:7]1[C:13](=[O:14])[CH2:12][CH2:11][N:10]([C:15]2[CH:20]=[CH:19][CH:18]=[C:17]([C:21]([F:23])([F:22])[F:24])[CH:16]=2)[CH2:9][CH2:8]1)[C:2]([N:26]([CH3:27])[CH3:25])=[O:1], predict the reactants needed to synthesize it. The reactants are: [O:1]=[C:2]1[C@@H:6]([N:7]2[C:13](=[O:14])[CH2:12][CH2:11][N:10]([C:15]3[CH:20]=[CH:19][CH:18]=[C:17]([C:21]([F:24])([F:23])[F:22])[CH:16]=3)[CH2:9][CH2:8]2)[CH2:5][CH2:4][O:3]1.[CH3:25][NH:26][CH3:27]. (2) Given the product [C:1]([O:5][C:6]([N:8]1[C:12]2=[C:13]([NH:28][S:29]([C:49]3([CH2:48][CH:52]([OH:51])[CH2:41][OH:42])[CH2:46][CH2:50]3)(=[O:31])=[O:30])[C:14]([NH:19][C:20]3[CH:25]=[CH:24][C:23]([I:26])=[CH:22][C:21]=3[F:27])=[C:15]([CH3:18])[C:16](=[O:17])[N:11]2[CH2:10][CH2:9]1)=[O:7])([CH3:4])([CH3:2])[CH3:3], predict the reactants needed to synthesize it. The reactants are: [C:1]([O:5][C:6]([N:8]1[C:12]2=[C:13]([NH:28][S:29](C3(CC=C)CC3)(=[O:31])=[O:30])[C:14]([NH:19][C:20]3[CH:25]=[CH:24][C:23]([I:26])=[CH:22][C:21]=3[F:27])=[C:15]([CH3:18])[C:16](=[O:17])[N:11]2[CH2:10][CH2:9]1)=[O:7])([CH3:4])([CH3:3])[CH3:2].C[N+]1([O-])CC[O:42][CH2:41]C1.[CH3:46]O.[CH2:48]1[CH2:52][O:51][CH2:50][CH2:49]1. (3) Given the product [Br:38][C:39]1[CH:51]=[N:50][C:49]2[C:48]3[C:47]([O:52][CH3:53])=[CH:46][CH:45]=[C:44]([S:54]([CH3:57])(=[O:56])=[O:55])[C:43]=3[N:42]([C@@H:14]([CH:21]3[CH2:26][CH2:25][O:24][CH2:23][CH2:22]3)[C:15]3[CH:20]=[CH:19][CH:18]=[CH:17][CH:16]=3)[C:41]=2[CH:40]=1, predict the reactants needed to synthesize it. The reactants are: CS(C1C=CC2C3N=CC(C4N(C)N=NC=4C)=CC=3N([C@@H:14]([CH:21]3[CH2:26][CH2:25][O:24][CH2:23][CH2:22]3)[C:15]3[CH:20]=[CH:19][CH:18]=[CH:17][CH:16]=3)C=2C=1)(=O)=O.[Br:38][C:39]1[CH:51]=[N:50][C:49]2[C:48]3[C:47]([O:52][CH3:53])=[CH:46][CH:45]=[C:44]([S:54]([CH3:57])(=[O:56])=[O:55])[C:43]=3[NH:42][C:41]=2[CH:40]=1. (4) Given the product [OH:13][C:14]([CH3:53])([CH3:52])[CH2:15][O:16][C@H:17]1[CH2:18][CH2:19][C@H:20]([N:23]2[C:28](=[O:29])[C:27]([CH:30]([C:32]3[CH:37]=[CH:36][C:35]([C:38]4[CH:43]=[CH:42][CH:41]=[CH:40][C:39]=4[C:44]4[NH:3][C:4](=[O:7])[O:5][N:45]=4)=[CH:34][CH:33]=3)[CH3:31])=[C:26]([CH2:46][CH2:47][CH3:48])[N:25]3[N:49]=[CH:50][N:51]=[C:24]23)[CH2:21][CH2:22]1, predict the reactants needed to synthesize it. The reactants are: [Cl-].O[NH3+:3].[C:4](=[O:7])([O-])[OH:5].[Na+].CS(C)=O.[OH:13][C:14]([CH3:53])([CH3:52])[CH2:15][O:16][C@H:17]1[CH2:22][CH2:21][C@H:20]([N:23]2[C:28](=[O:29])[C:27]([CH:30]([C:32]3[CH:37]=[CH:36][C:35]([C:38]4[C:39]([C:44]#[N:45])=[CH:40][CH:41]=[CH:42][CH:43]=4)=[CH:34][CH:33]=3)[CH3:31])=[C:26]([CH2:46][CH2:47][CH3:48])[N:25]3[N:49]=[CH:50][N:51]=[C:24]23)[CH2:19][CH2:18]1. (5) Given the product [Cl:3][C:4]1[CH:5]=[N:6][N:7]([C:9]2([C:10]#[N:11])[CH2:14][CH2:13]2)[CH:8]=1, predict the reactants needed to synthesize it. The reactants are: [H-].[Na+].[Cl:3][C:4]1[CH:5]=[N:6][N:7]([CH2:9][C:10]#[N:11])[CH:8]=1.Br[CH2:13][CH2:14]Br.[Cl-].[NH4+].